Task: Regression. Given two drug SMILES strings and cell line genomic features, predict the synergy score measuring deviation from expected non-interaction effect.. Dataset: NCI-60 drug combinations with 297,098 pairs across 59 cell lines Drug 1: CCCCCOC(=O)NC1=NC(=O)N(C=C1F)C2C(C(C(O2)C)O)O. Drug 2: C1=CC=C(C(=C1)C(C2=CC=C(C=C2)Cl)C(Cl)Cl)Cl. Cell line: A498. Synergy scores: CSS=-6.73, Synergy_ZIP=10.3, Synergy_Bliss=5.11, Synergy_Loewe=1.63, Synergy_HSA=0.831.